Dataset: Reaction yield outcomes from USPTO patents with 853,638 reactions. Task: Predict the reaction yield, written as a fraction of the theoretical maximum amount of product (1.0 means a 100% yield; for example, 0.34 means a 34% yield). (1) The reactants are [Cl:1][C:2]1[N:7]=[C:6]([SH:8])[CH:5]=[CH:4][CH:3]=1.C([O-])([O-])=O.[Cs+].[Cs+].Br[CH2:16][CH:17]1[CH2:19][CH2:18]1. The product is [Cl:1][C:2]1[CH:3]=[CH:4][CH:5]=[C:6]([S:8][CH2:16][CH:17]2[CH2:19][CH2:18]2)[N:7]=1. The catalyst is CN(C=O)C. The yield is 0.750. (2) The reactants are C(OC([NH:8][C:9]1[CH:14]=[CH:13][CH:12]=[CH:11][C:10]=1[NH:15][C:16](=[O:32])[C:17]1[CH:22]=[CH:21][C:20](B2OC(C)(C)C(C)(C)O2)=[CH:19][CH:18]=1)=O)(C)(C)C.Cl[C:34]1[C:39]([CH3:40])=[CH:38][CH:37]=[CH:36][N:35]=1.C(=O)([O-])O.[Na+]. The catalyst is C1C=CC([P]([Pd]([P](C2C=CC=CC=2)(C2C=CC=CC=2)C2C=CC=CC=2)([P](C2C=CC=CC=2)(C2C=CC=CC=2)C2C=CC=CC=2)[P](C2C=CC=CC=2)(C2C=CC=CC=2)C2C=CC=CC=2)(C2C=CC=CC=2)C2C=CC=CC=2)=CC=1.COCCOC. The product is [NH2:8][C:9]1[CH:14]=[CH:13][CH:12]=[CH:11][C:10]=1[NH:15][C:16](=[O:32])[C:17]1[CH:18]=[CH:19][C:20]([C:34]2[C:39]([CH3:40])=[CH:38][CH:37]=[CH:36][N:35]=2)=[CH:21][CH:22]=1. The yield is 0.330. (3) The reactants are [CH:1]1([Mg]Br)[CH2:3][CH2:2]1.Br[C:7]1[C:16]2[C:11](=[CH:12][CH:13]=[CH:14][CH:15]=2)[CH:10]=[CH:9][CH:8]=1. The catalyst is O1CCCC1.Cl[Ni]1(Cl)[P](C2C=CC=CC=2)(C2C=CC=CC=2)CCC[P]1(C1C=CC=CC=1)C1C=CC=CC=1. The product is [CH:1]1([C:15]2[C:16]3[C:11](=[CH:10][CH:9]=[CH:8][CH:7]=3)[CH:12]=[CH:13][CH:14]=2)[CH2:3][CH2:2]1. The yield is 0.760. (4) The reactants are [CH2:1]1[C:10]2[C:5](=[CH:6][CH:7]=[CH:8][CH:9]=2)[CH:4]=[CH:3][CH:2]1[C:11]([OH:13])=O.C(Cl)(=O)C(Cl)=O.[NH2:20][CH:21](O)[CH2:22][CH2:23][CH3:24].C(N(CC)CC)C.C(Br)(Br)(Br)[Br:34].C1C=CC(P(C2C=CC=CC=2)C2C=CC=CC=2)=CC=1. The catalyst is CN(C=O)C.C(Cl)Cl.CC#N.CCOC(C)=O. The product is [Br:34][CH2:24][CH2:23][CH2:22][CH2:21][NH:20][C:11]([CH:2]1[CH:3]=[CH:4][C:5]2[C:10](=[CH:9][CH:8]=[CH:7][CH:6]=2)[CH2:1]1)=[O:13]. The yield is 0.640.